Dataset: Catalyst prediction with 721,799 reactions and 888 catalyst types from USPTO. Task: Predict which catalyst facilitates the given reaction. (1) Reactant: [C:1]([C:4]1[N:5]=[C:6]([CH2:21][C:22]2[O:26][C:25]([C:27]([O:29]CC)=[O:28])=[CH:24][CH:23]=2)[NH:7][C:8]=1[NH:9][C:10](=[O:20])[C:11]1[CH:16]=[CH:15][C:14]([CH2:17][CH2:18][CH3:19])=[CH:13][CH:12]=1)(=[O:3])[NH2:2].C(O)C.C1COCC1.[OH-].[Na+]. Product: [C:1]([C:4]1[N:5]=[C:6]([CH2:21][C:22]2[O:26][C:25]([C:27]([OH:29])=[O:28])=[CH:24][CH:23]=2)[NH:7][C:8]=1[NH:9][C:10](=[O:20])[C:11]1[CH:12]=[CH:13][C:14]([CH2:17][CH2:18][CH3:19])=[CH:15][CH:16]=1)(=[O:3])[NH2:2]. The catalyst class is: 15. (2) Product: [F:33][CH:2]([F:1])[C:3]1[N:7]([C:8]2[N:13]=[C:12]([N:14]3[CH2:19][CH2:18][O:17][CH2:16][CH2:15]3)[N:11]=[C:10]([N:20]3[CH2:25][CH2:24][CH:23]([NH:26][S:43]([C:42]([F:55])([F:54])[F:41])(=[O:45])=[O:44])[CH2:22][CH2:21]3)[N:9]=2)[C:6]2[CH:27]=[CH:28][CH:29]=[C:30]([O:31][CH3:32])[C:5]=2[N:4]=1. Reactant: [F:1][CH:2]([F:33])[C:3]1[N:7]([C:8]2[N:13]=[C:12]([N:14]3[CH2:19][CH2:18][O:17][CH2:16][CH2:15]3)[N:11]=[C:10]([N:20]3[CH2:25][CH2:24][CH:23]([NH2:26])[CH2:22][CH2:21]3)[N:9]=2)[C:6]2[CH:27]=[CH:28][CH:29]=[C:30]([O:31][CH3:32])[C:5]=2[N:4]=1.CCN(CC)CC.[F:41][C:42]([F:55])([F:54])[S:43](O[S:43]([C:42]([F:55])([F:54])[F:41])(=[O:45])=[O:44])(=[O:45])=[O:44].O. The catalyst class is: 2. (3) Reactant: C1(CCC(Cl)=O)CCCC1.[CH:11]1([CH2:16][CH2:17][C:18]([N:20]=[C:21]=[S:22])=[O:19])[CH2:15][CH2:14][CH2:13][CH2:12]1.[CH3:23][O:24][C:25]1[CH:26]=[C:27]2[C:32](=[CH:33][C:34]=1[O:35][CH3:36])[N:31]=[CH:30][CH:29]=[C:28]2[O:37][C:38]1[CH:44]=[CH:43][C:41]([NH2:42])=[CH:40][C:39]=1[F:45].C1(C)C=CC=CC=1. Product: [CH:11]1([CH2:16][CH2:17][C:18]([N:20]=[C:21]=[S:22])=[O:19])[CH2:12][CH2:13][CH2:14][CH2:15]1.[CH:11]1([CH2:16][CH2:17][C:18]([NH:20][C:21]([NH:42][C:41]2[CH:43]=[CH:44][C:38]([O:37][C:28]3[C:27]4[C:32](=[CH:33][C:34]([O:35][CH3:36])=[C:25]([O:24][CH3:23])[CH:26]=4)[N:31]=[CH:30][CH:29]=3)=[C:39]([F:45])[CH:40]=2)=[S:22])=[O:19])[CH2:12][CH2:13][CH2:14][CH2:15]1. The catalyst class is: 8. (4) Product: [NH2:13][C:4]1[CH:5]=[C:6]([Cl:12])[C:7]([N+:9]([O-:11])=[O:10])=[CH:8][C:3]=1[CH2:2][NH:1][C:14](=[O:19])[C:15]([CH3:18])([CH3:17])[CH3:16]. The catalyst class is: 1. Reactant: [NH2:1][CH2:2][C:3]1[CH:8]=[C:7]([N+:9]([O-:11])=[O:10])[C:6]([Cl:12])=[CH:5][C:4]=1[NH2:13].[C:14](Cl)(=[O:19])[C:15]([CH3:18])([CH3:17])[CH3:16]. (5) Reactant: Br[C:2]1[N:3]=[CH:4][C:5]([NH2:14])=[N:6][C:7]=1[C:8]1[CH:9]=[N:10][CH:11]=[CH:12][CH:13]=1.CC1(C)C(C)(C)OB([C:23]2[CH:28]=[CH:27][N:26]=[CH:25][CH:24]=2)O1.C(=O)([O-])[O-].[Cs+].[Cs+]. Product: [N:10]1[CH:11]=[CH:12][CH:13]=[C:8]([C:7]2[N:6]=[C:5]([NH2:14])[CH:4]=[N:3][C:2]=2[C:23]2[CH:28]=[CH:27][N:26]=[CH:25][CH:24]=2)[CH:9]=1. The catalyst class is: 38.